Dataset: Catalyst prediction with 721,799 reactions and 888 catalyst types from USPTO. Task: Predict which catalyst facilitates the given reaction. (1) Reactant: [CH3:1][O:2][C:3]1[CH:4]=[C:5]([CH:18]=[CH:19][C:20]=1[O:21][CH3:22])[CH2:6][C:7]1[C:11]2[N:12]=[C:13]([NH2:17])[N:14]=[C:15]([Cl:16])[C:10]=2[NH:9][CH:8]=1.Br[CH2:24][CH2:25][CH2:26][CH:27]([CH3:29])[CH3:28].[H-].[Na+]. Product: [CH3:1][O:2][C:3]1[CH:4]=[C:5]([CH:18]=[CH:19][C:20]=1[O:21][CH3:22])[CH2:6][C:7]1[C:11]2[N:12]=[C:13]([NH2:17])[N:14]=[C:15]([Cl:16])[C:10]=2[N:9]([CH2:24][CH2:25][CH2:26][CH:27]([CH3:29])[CH3:28])[CH:8]=1. The catalyst class is: 3. (2) Reactant: C[O:2][C:3](=O)[C:4]1[CH:9]=[CH:8][CH:7]=[N:6][C:5]=1[Cl:10].[H-].C([Al+]C(C)C)(C)C.[C@H](O)(C([O-])=O)[C@@H](O)C([O-])=O.[Na+].[K+].C(OCC)(=O)C. Product: [Cl:10][C:5]1[C:4]([CH2:3][OH:2])=[CH:9][CH:8]=[CH:7][N:6]=1. The catalyst class is: 11. (3) Reactant: Br[C:2]1[CH:7]=[C:6]([O:8][CH:9]([CH3:11])[CH3:10])[CH:5]=[C:4]([C:12]([CH3:15])([CH3:14])[CH3:13])[CH:3]=1.C([Li])CCC.CN([CH:24]=[O:25])C. Product: [C:12]([C:4]1[CH:3]=[C:2]([CH:7]=[C:6]([O:8][CH:9]([CH3:11])[CH3:10])[CH:5]=1)[CH:24]=[O:25])([CH3:15])([CH3:14])[CH3:13]. The catalyst class is: 1. (4) Reactant: C([N:5]([C:9]1[CH:18]=[C:17]2[C:12]([CH:13]=[C:14]([C:20]3[CH:25]=[C:24]([NH:26][C:27]([NH:29][CH2:30][CH2:31][C:32]([F:35])([CH3:34])[CH3:33])=[O:28])[C:23]([F:36])=[CH:22][C:21]=3[CH3:37])[C:15]([CH3:19])=[N:16]2)=[CH:11][N:10]=1)C(=O)O)(C)(C)C.[F:36][C:23]1[C:24]([NH:26][C:27]([NH:29][CH2:30][CH2:31][C:32]([F:35])([CH3:33])[CH3:34])=[O:28])=[CH:25][C:20]([C:14]2[C:15]([CH3:19])=[N:16][C:17]3[C:12]([CH:13]=2)=[CH:11][N:10]=[C:9]([NH:5]C(=O)OC(C)(C)C)[CH:18]=3)=[C:21]([CH3:37])[CH:22]=1.[F-].C([N+](CCCC)(CCCC)CCCC)CCC.C1COCC1. Product: [NH2:5][C:9]1[CH:18]=[C:17]2[C:12]([CH:13]=[C:14]([C:20]3[C:21]([CH3:37])=[CH:22][C:23]([F:36])=[C:24]([NH:26][C:27]([NH:29][CH2:30][CH2:31][C:32]([F:35])([CH3:33])[CH3:34])=[O:28])[CH:25]=3)[C:15]([CH3:19])=[N:16]2)=[CH:11][N:10]=1. The catalyst class is: 25.